Dataset: Full USPTO retrosynthesis dataset with 1.9M reactions from patents (1976-2016). Task: Predict the reactants needed to synthesize the given product. (1) The reactants are: C([N:8]1[CH2:17][CH2:16][C:15]2[C:14]([NH:18][C:19]3[CH:24]=[CH:23][C:22]([F:25])=[CH:21][CH:20]=3)=[N:13][CH:12]=[N:11][C:10]=2[CH2:9]1)C1C=CC=CC=1. Given the product [F:25][C:22]1[CH:21]=[CH:20][C:19]([NH:18][C:14]2[C:15]3[CH2:16][CH2:17][NH:8][CH2:9][C:10]=3[N:11]=[CH:12][N:13]=2)=[CH:24][CH:23]=1, predict the reactants needed to synthesize it. (2) Given the product [OH:36][CH2:35][C@@H:34]([N:33]1[CH2:16][CH2:17][N:18]2[C:23](=[O:24])[C:22]([N:25]3[CH:29]=[C:28]([CH3:30])[N:27]=[CH:26]3)=[CH:21][CH:20]=[C:19]2[C:31]1=[O:32])[CH3:37], predict the reactants needed to synthesize it. The reactants are: N(C(OC(C)C)=O)=NC(OC(C)C)=O.O[CH2:16][CH2:17][N:18]1[C:23](=[O:24])[C:22]([N:25]2[CH:29]=[C:28]([CH3:30])[N:27]=[CH:26]2)=[CH:21][CH:20]=[C:19]1[C:31]([NH:33][C@@H:34]([CH3:37])[CH2:35][OH:36])=[O:32].C1(P(C2C=CC=CC=2)C2C=CC=CC=2)C=CC=CC=1. (3) Given the product [NH2:23][C:9]1[N:8]=[CH:7][C:6]2[C:2]([C:29]3[S:30][C:26]([CH:24]=[O:25])=[CH:27][CH:28]=3)=[CH:3][O:4][C:5]=2[C:10]=1[O:11][C@@H:12]([C:14]1[C:19]([Cl:20])=[CH:18][CH:17]=[C:16]([F:21])[C:15]=1[Cl:22])[CH3:13], predict the reactants needed to synthesize it. The reactants are: Br[C:2]1[C:6]2[CH:7]=[N:8][C:9]([NH2:23])=[C:10]([O:11][C@@H:12]([C:14]3[C:19]([Cl:20])=[CH:18][CH:17]=[C:16]([F:21])[C:15]=3[Cl:22])[CH3:13])[C:5]=2[O:4][CH:3]=1.[CH:24]([C:26]1[S:30][C:29](B(O)O)=[CH:28][CH:27]=1)=[O:25].C(=O)([O-])[O-].[K+].[K+].O1CCOCC1. (4) Given the product [Cl-:1].[Cl:1][C:2]1[CH:3]=[C:4]([C:12]2[N:16]=[C:15]([C:17]3[CH:22]=[CH:21][C:20]([CH2:23][P+:31]([C:32]4[CH:33]=[CH:34][CH:35]=[CH:36][CH:37]=4)([C:38]4[CH:43]=[CH:42][CH:41]=[CH:40][CH:39]=4)[C:25]4[CH:26]=[CH:27][CH:28]=[CH:29][CH:30]=4)=[CH:19][CH:18]=3)[O:14][N:13]=2)[CH:5]=[CH:6][C:7]=1[O:8][CH:9]([CH3:11])[CH3:10], predict the reactants needed to synthesize it. The reactants are: [Cl:1][C:2]1[CH:3]=[C:4]([C:12]2[N:16]=[C:15]([C:17]3[CH:22]=[CH:21][C:20]([CH2:23]Cl)=[CH:19][CH:18]=3)[O:14][N:13]=2)[CH:5]=[CH:6][C:7]=1[O:8][CH:9]([CH3:11])[CH3:10].[C:25]1([P:31]([C:38]2[CH:43]=[CH:42][CH:41]=[CH:40][CH:39]=2)[C:32]2[CH:37]=[CH:36][CH:35]=[CH:34][CH:33]=2)[CH:30]=[CH:29][CH:28]=[CH:27][CH:26]=1. (5) Given the product [CH2:1]([NH:3][C:4]([NH:6][C:7]1[N:12]=[CH:11][C:10]([C:13]2[CH:14]=[N:15][CH:16]=[C:17]([C:19]3[O:20][C:40](=[O:41])[NH:22][N:21]=3)[CH:18]=2)=[C:9]([C:23]2[S:24][CH:25]=[C:26]([CH2:28][C:29]3[CH:30]=[CH:31][N:32]=[CH:33][CH:34]=3)[N:27]=2)[CH:8]=1)=[O:5])[CH3:2], predict the reactants needed to synthesize it. The reactants are: [CH2:1]([NH:3][C:4]([NH:6][C:7]1[N:12]=[CH:11][C:10]([C:13]2[CH:14]=[N:15][CH:16]=[C:17]([C:19]([NH:21][NH2:22])=[O:20])[CH:18]=2)=[C:9]([C:23]2[S:24][CH:25]=[C:26]([CH2:28][C:29]3[CH:34]=[CH:33][N:32]=[CH:31][CH:30]=3)[N:27]=2)[CH:8]=1)=[O:5])[CH3:2].N1([C:40](N2C=CN=C2)=[O:41])C=CN=C1. (6) Given the product [CH:1]1([C:4]2[C:5]([O:18][CH2:19][C@H:20]3[CH2:25][CH2:24][C@H:23]([CH3:26])[CH2:22][CH2:21]3)=[CH:6][C:7]([F:17])=[C:8]([CH:16]=2)[C:9]([OH:11])=[O:10])[CH2:3][CH2:2]1, predict the reactants needed to synthesize it. The reactants are: [CH:1]1([C:4]2[C:5]([O:18][CH2:19][C@H:20]3[CH2:25][CH2:24][C@H:23]([CH3:26])[CH2:22][CH2:21]3)=[CH:6][C:7]([F:17])=[C:8]([CH:16]=2)[C:9]([O:11]C(C)(C)C)=[O:10])[CH2:3][CH2:2]1.FC(F)(F)C(O)=O. (7) Given the product [OH:20][NH:19][C:17](=[O:18])[CH2:16][CH2:15][CH2:14][CH2:13]/[CH:12]=[C:11](\[CH2:27][O:28][C:29]1[C:38]2[C:33](=[CH:34][CH:35]=[CH:36][CH:37]=2)[CH:32]=[CH:31][CH:30]=1)/[CH2:10][NH:9][CH2:8][CH2:7][N:4]1[CH2:5][CH2:6][O:1][CH2:2][CH2:3]1, predict the reactants needed to synthesize it. The reactants are: [O:1]1[CH2:6][CH2:5][N:4]([CH2:7][CH2:8][NH:9][CH2:10]/[C:11](/[CH2:27][O:28][C:29]2[C:38]3[C:33](=[CH:34][CH:35]=[CH:36][CH:37]=3)[CH:32]=[CH:31][CH:30]=2)=[CH:12]/[CH2:13][CH2:14][CH2:15][CH2:16][C:17]([NH:19][O:20]C2CCCCO2)=[O:18])[CH2:3][CH2:2]1.FC(F)(F)C(O)=O. (8) Given the product [F:1][C:2]1[CH:3]=[CH:4][C:5]([CH2:6][N:7]2[C:11]3[CH:12]=[C:34]([C:36]([O:38][CH3:39])=[O:37])[N:33]=[CH:15][C:10]=3[N:9]=[CH:8]2)=[CH:19][CH:20]=1, predict the reactants needed to synthesize it. The reactants are: [F:1][C:2]1[CH:20]=[CH:19][C:5]([CH2:6][N:7]2[C:11]3[CH:12]=NC(C(O)=O)=[CH:15][C:10]=3[N:9]=[CH:8]2)=[CH:4][CH:3]=1.FC1C=CC(CN2C3C=[N:33][C:34]([C:36]([O:38][CH3:39])=[O:37])=CC=3N=C2)=CC=1. (9) Given the product [CH3:6][C:7]([CH3:21])([CH3:20])[CH2:8][C:9]1[N:10]=[C:11]([CH:24]=[O:25])[N:12]([S:14]([N:17]([CH3:19])[CH3:18])(=[O:16])=[O:15])[CH:13]=1, predict the reactants needed to synthesize it. The reactants are: C([Li])CCC.[CH3:6][C:7]([CH3:21])([CH3:20])[CH2:8][C:9]1[N:10]=[CH:11][N:12]([S:14]([N:17]([CH3:19])[CH3:18])(=[O:16])=[O:15])[CH:13]=1.CN(C)[CH:24]=[O:25].